This data is from Peptide-MHC class I binding affinity with 185,985 pairs from IEDB/IMGT. The task is: Regression. Given a peptide amino acid sequence and an MHC pseudo amino acid sequence, predict their binding affinity value. This is MHC class I binding data. (1) The peptide sequence is SESRLVNQII. The MHC is Mamu-A11 with pseudo-sequence Mamu-A11. The binding affinity (normalized) is 0.838. (2) The peptide sequence is YVCKHTYVDR. The MHC is HLA-A68:01 with pseudo-sequence HLA-A68:01. The binding affinity (normalized) is 0.372.